Task: Predict the reaction yield, written as a fraction of the theoretical maximum amount of product (1.0 means a 100% yield; for example, 0.34 means a 34% yield).. Dataset: Reaction yield outcomes from USPTO patents with 853,638 reactions (1) The reactants are [OH:1][C:2]1[CH:3]=[C:4]([C:8]2([C:16]3[CH:21]=[CH:20][C:19]([O:22][CH3:23])=[CH:18][CH:17]=3)[NH:12][C:11](=S)[N:10]([CH3:14])[C:9]2=[O:15])[CH:5]=[CH:6][CH:7]=1.C([N:26](CC)CC)C.[CH3:31][O:32][CH2:33][CH2:34][CH2:35][S:36]([Cl:39])(=[O:38])=[O:37].[OH-].[NH4+].C(OO)(C)(C)C.Cl. The catalyst is ClCCl. The product is [ClH:39].[CH3:31][O:32][CH2:33][CH2:34][CH2:35][S:36]([O:1][C:2]1[CH:7]=[CH:6][CH:5]=[C:4]([C:8]2([C:16]3[CH:17]=[CH:18][C:19]([O:22][CH3:23])=[CH:20][CH:21]=3)[C:9](=[O:15])[N:10]([CH3:14])[C:11]([NH2:26])=[N:12]2)[CH:3]=1)(=[O:38])=[O:37]. The yield is 0.410. (2) The reactants are [NH2:1][C:2]1[C:11]2[N:12]=[C:13]([CH2:39][CH2:40][O:41][CH3:42])[N:14]([CH2:15][CH2:16][CH2:17][N:18]([CH2:27][C:28]3[CH:29]=[C:30]([CH:36]=[CH:37][CH:38]=3)[O:31][CH2:32][C:33]([OH:35])=[O:34])[C:19](=[O:26])[CH2:20][N:21]([CH2:24][CH3:25])[CH2:22][CH3:23])[C:10]=2[C:9]2[CH:8]=[CH:7][CH:6]=[CH:5][C:4]=2[N:3]=1.[CH2:43](O)[CH2:44][CH3:45]. The catalyst is Cl.O1CCOCC1. The product is [NH2:1][C:2]1[C:11]2[N:12]=[C:13]([CH2:39][CH2:40][O:41][CH3:42])[N:14]([CH2:15][CH2:16][CH2:17][N:18]([CH2:27][C:28]3[CH:29]=[C:30]([CH:36]=[CH:37][CH:38]=3)[O:31][CH2:32][C:33]([O:35][CH2:43][CH2:44][CH3:45])=[O:34])[C:19](=[O:26])[CH2:20][N:21]([CH2:24][CH3:25])[CH2:22][CH3:23])[C:10]=2[C:9]2[CH:8]=[CH:7][CH:6]=[CH:5][C:4]=2[N:3]=1. The yield is 0.650. (3) The reactants are Cl[C:2]1[CH:3]=[CH:4][C:5]2[N:6]([C:8]([CH2:15][N:16]3[CH2:20][CH:19]([CH2:21][CH2:22][CH3:23])[CH2:18][C:17]3=[O:24])=[C:9]([C:11]([F:14])([F:13])[F:12])[N:10]=2)[N:7]=1.[OH-:25].[Na+].C(#N)C.O. The catalyst is CCCCCC.C(OCC)(=O)C. The product is [OH:25][C:2]1[CH:3]=[CH:4][C:5]2[N:6]([C:8]([CH2:15][N:16]3[CH2:20][CH:19]([CH2:21][CH2:22][CH3:23])[CH2:18][C:17]3=[O:24])=[C:9]([C:11]([F:14])([F:13])[F:12])[N:10]=2)[N:7]=1. The yield is 0.100. (4) The reactants are Br[C:2]1[CH:8]=[C:7]([N+:9]([O-:11])=[O:10])[CH:6]=[CH:5][C:3]=1[NH2:4].[C:12]([C:14]1([CH3:17])[CH2:16][CH2:15]1)#[CH:13]. The catalyst is C(N(CC)CC)C.[Cu]I.Cl[Pd](Cl)([P](C1C=CC=CC=1)(C1C=CC=CC=1)C1C=CC=CC=1)[P](C1C=CC=CC=1)(C1C=CC=CC=1)C1C=CC=CC=1. The product is [CH3:17][C:14]1([C:12]#[C:13][C:2]2[CH:8]=[C:7]([N+:9]([O-:11])=[O:10])[CH:6]=[CH:5][C:3]=2[NH2:4])[CH2:16][CH2:15]1. The yield is 0.790. (5) The reactants are [NH:1]1[CH:5]=[C:4]([C:6]([O:8]C)=O)[N:3]=[CH:2]1.[F:10][C:11]1[CH:12]=[C:13]([Mg]Br)[CH:14]=[C:15]([F:17])[CH:16]=1. The catalyst is O1CCCC1. The product is [F:10][C:11]1[CH:12]=[C:13]([C:6]([C:13]2[CH:12]=[C:11]([F:10])[CH:16]=[C:15]([F:17])[CH:14]=2)([C:4]2[N:3]=[CH:2][NH:1][CH:5]=2)[OH:8])[CH:14]=[C:15]([F:17])[CH:16]=1. The yield is 0.730. (6) The reactants are [CH2:1]([N:8]1[CH:13]([C:14]2[CH:19]=[CH:18][CH:17]=[CH:16][CH:15]=2)[CH2:12][C:11]([CH3:21])([CH3:20])[N:10]2[N:22]=[CH:23][C:24]([C:25](=[O:34])[CH2:26][C:27]3[CH:32]=[CH:31][C:30]([CH3:33])=[CH:29][CH:28]=3)=[C:9]12)[C:2]1[CH:7]=[CH:6][CH:5]=[CH:4][CH:3]=1.I[CH3:36].[H-].[Na+]. The catalyst is C1COCC1. The product is [CH2:1]([N:8]1[CH:13]([C:14]2[CH:19]=[CH:18][CH:17]=[CH:16][CH:15]=2)[CH2:12][C:11]([CH3:21])([CH3:20])[N:10]2[N:22]=[CH:23][C:24]([C:25](=[O:34])[CH:26]([C:27]3[CH:32]=[CH:31][C:30]([CH3:33])=[CH:29][CH:28]=3)[CH3:36])=[C:9]12)[C:2]1[CH:7]=[CH:6][CH:5]=[CH:4][CH:3]=1. The yield is 0.640. (7) The reactants are [Cl:1][C:2]1[CH:3]=[C:4]([NH:9][C:10]([N:12]2[CH2:17][CH2:16][N:15]([CH2:18][C@@H:19]3[O:24][CH2:23][CH2:22][NH:21][CH2:20]3)[CH2:14][CH2:13]2)=[O:11])[CH:5]=[CH:6][C:7]=1[F:8].[CH3:25][C:26](=O)[CH2:27][CH3:28].C(O[BH-](OC(=O)C)OC(=O)C)(=O)C.[Na+].[OH-].[Na+]. The catalyst is C1COCC1.CC(C)[O-].CC(C)[O-].CC(C)[O-].CC(C)[O-].[Ti+4].C(Cl)Cl. The product is [Cl:1][C:2]1[CH:3]=[C:4]([NH:9][C:10]([N:12]2[CH2:17][CH2:16][N:15]([CH2:18][C@H:19]3[O:24][CH2:23][CH2:22][N:21]([C@H:26]([CH3:25])[CH2:27][CH3:28])[CH2:20]3)[CH2:14][CH2:13]2)=[O:11])[CH:5]=[CH:6][C:7]=1[F:8]. The yield is 0.130. (8) The catalyst is CN(C=O)C. The reactants are [CH2:1]([C:3]1[C:7]([N+:8]([O-:10])=[O:9])=[C:6]([C:11]([NH2:13])=[O:12])[NH:5][N:4]=1)[CH3:2].C(=O)([O-])[O-].[Cs+].[Cs+].[CH:20]1([CH2:23]Br)[CH2:22][CH2:21]1. The product is [CH:20]1([CH2:23][N:5]2[C:6]([C:11]([NH2:13])=[O:12])=[C:7]([N+:8]([O-:10])=[O:9])[C:3]([CH2:1][CH3:2])=[N:4]2)[CH2:22][CH2:21]1. The yield is 0.230. (9) The reactants are [C:1]([O:5][C:6]([N:8]1[CH2:12][CH2:11][C:10]([CH2:16][NH:17][C:18]([O:20][CH2:21][C:22]2[CH:27]=[CH:26][CH:25]=[CH:24][CH:23]=2)=[O:19])([C:13]([OH:15])=O)[CH2:9]1)=[O:7])([CH3:4])([CH3:3])[CH3:2].O=C1N(P(Cl)(N2CCOC2=O)=O)CCO1.CCN(C(C)C)C(C)C.[C:52]1([NH2:58])[CH:57]=[CH:56][CH:55]=[CH:54][CH:53]=1. The catalyst is ClCCCl.C(Cl)Cl. The product is [C:1]([O:5][C:6]([N:8]1[CH2:12][CH2:11][C:10]([CH2:16][NH:17][C:18]([O:20][CH2:21][C:22]2[CH:27]=[CH:26][CH:25]=[CH:24][CH:23]=2)=[O:19])([C:13](=[O:15])[NH:58][C:52]2[CH:57]=[CH:56][CH:55]=[CH:54][CH:53]=2)[CH2:9]1)=[O:7])([CH3:3])([CH3:2])[CH3:4]. The yield is 0.683.